Dataset: NCI-60 drug combinations with 297,098 pairs across 59 cell lines. Task: Regression. Given two drug SMILES strings and cell line genomic features, predict the synergy score measuring deviation from expected non-interaction effect. (1) Drug 1: C1=C(C(=O)NC(=O)N1)F. Drug 2: C1=CC=C(C(=C1)C(C2=CC=C(C=C2)Cl)C(Cl)Cl)Cl. Cell line: UACC62. Synergy scores: CSS=35.3, Synergy_ZIP=-1.08, Synergy_Bliss=-10.4, Synergy_Loewe=-15.1, Synergy_HSA=-10.4. (2) Drug 1: COC1=CC(=CC(=C1O)OC)C2C3C(COC3=O)C(C4=CC5=C(C=C24)OCO5)OC6C(C(C7C(O6)COC(O7)C8=CC=CS8)O)O. Drug 2: C1CN(P(=O)(OC1)NCCCl)CCCl. Cell line: LOX IMVI. Synergy scores: CSS=36.6, Synergy_ZIP=-0.448, Synergy_Bliss=0.318, Synergy_Loewe=-12.2, Synergy_HSA=1.78. (3) Drug 1: CC(C)NC(=O)C1=CC=C(C=C1)CNNC.Cl. Drug 2: C1CN(P(=O)(OC1)NCCCl)CCCl. Cell line: PC-3. Synergy scores: CSS=3.20, Synergy_ZIP=4.60, Synergy_Bliss=-0.766, Synergy_Loewe=2.10, Synergy_HSA=-1.10. (4) Drug 1: COC1=CC(=CC(=C1O)OC)C2C3C(COC3=O)C(C4=CC5=C(C=C24)OCO5)OC6C(C(C7C(O6)COC(O7)C8=CC=CS8)O)O. Drug 2: CC(C)NC(=O)C1=CC=C(C=C1)CNNC.Cl. Cell line: MOLT-4. Synergy scores: CSS=75.9, Synergy_ZIP=3.92, Synergy_Bliss=3.56, Synergy_Loewe=-22.9, Synergy_HSA=4.21. (5) Drug 1: C1C(C(OC1N2C=NC3=C(N=C(N=C32)Cl)N)CO)O. Drug 2: CC1=C(N=C(N=C1N)C(CC(=O)N)NCC(C(=O)N)N)C(=O)NC(C(C2=CN=CN2)OC3C(C(C(C(O3)CO)O)O)OC4C(C(C(C(O4)CO)O)OC(=O)N)O)C(=O)NC(C)C(C(C)C(=O)NC(C(C)O)C(=O)NCCC5=NC(=CS5)C6=NC(=CS6)C(=O)NCCC[S+](C)C)O. Cell line: HCT-15. Synergy scores: CSS=52.9, Synergy_ZIP=-4.93, Synergy_Bliss=-5.42, Synergy_Loewe=-8.41, Synergy_HSA=-1.85.